From a dataset of Full USPTO retrosynthesis dataset with 1.9M reactions from patents (1976-2016). Predict the reactants needed to synthesize the given product. (1) Given the product [CH3:26][O:27][C:28]1[CH:29]=[C:30]([NH:40][C:41]2[N:43]=[CH:3][C:4]3[CH2:9][CH2:8][CH2:7][CH:6]([N:10]4[CH2:11][CH2:12][O:13][CH2:14][CH2:15]4)[C:5]=3[N:42]=2)[CH:31]=[CH:32][C:33]=1[N:34]1[CH:38]=[C:37]([CH3:39])[N:36]=[CH:35]1, predict the reactants needed to synthesize it. The reactants are: CN(C)[CH:3]=[C:4]1[CH2:9][CH2:8][CH2:7][CH:6]([N:10]2[CH2:15][CH2:14][O:13][CH2:12][CH2:11]2)[C:5]1=O.[N+]([O-])(O)=O.[N+]([O-])(O)=O.[CH3:26][O:27][C:28]1[CH:29]=[C:30]([NH:40][C:41]([NH2:43])=[NH:42])[CH:31]=[CH:32][C:33]=1[N:34]1[CH:38]=[C:37]([CH3:39])[N:36]=[CH:35]1. (2) Given the product [CH3:1][C:2]1[N:6]([CH2:7][CH:8]2[C:13](=[O:14])[C:12]3[C:15]4[CH:16]=[CH:17][CH:18]=[CH:19][C:20]=4[N:21]([CH3:22])[C:11]=3[CH2:10][CH2:9]2)[CH:5]=[CH:4][N:3]=1.[ClH:25], predict the reactants needed to synthesize it. The reactants are: [CH3:1][C:2]1[N:6]([CH2:7][CH:8]2[C:13](=[O:14])[C:12]3[C:15]4[C:20]([N:21]([CH3:22])[C:11]=3[CH2:10][CH2:9]2)=[CH:19][CH:18]=[CH:17][CH:16]=4)[CH:5]=[CH:4][N:3]=1.O.O.[ClH:25]. (3) Given the product [C:10](=[O:12])([S:13][CH2:8][C:3]1([CH2:4][OH:5])[CH2:2][CH2:1]1)[CH3:11], predict the reactants needed to synthesize it. The reactants are: [CH2:1]1[C:3]2([CH2:8]OS(=O)[O:5][CH2:4]2)[CH2:2]1.[C:10](=[S:13])([O-:12])[CH3:11].[K+].C(OCC)(=O)C.O. (4) Given the product [NH2:2][C:3]1[N:4]=[C:5]([S:10][CH2:16][C:17]2[N:18]=[C:19]([CH3:22])[S:20][CH:21]=2)[NH:6][C:7](=[O:9])[CH:8]=1, predict the reactants needed to synthesize it. The reactants are: O.[NH2:2][C:3]1[CH:8]=[C:7]([OH:9])[N:6]=[C:5]([SH:10])[N:4]=1.[OH-].[Na+].O.Cl.Cl[CH2:16][C:17]1[N:18]=[C:19]([CH3:22])[S:20][CH:21]=1. (5) Given the product [C:35]([O:34][C:32]([N:29]1[CH2:30][CH2:31][CH:26]([O:5][CH2:6][CH2:7][CH2:8][C:9]2[N:10]=[C:11]([C:15]3[CH:24]=[CH:23][C:18]([C:19]([OH:21])=[O:20])=[CH:17][CH:16]=3)[O:12][C:13]=2[CH3:14])[CH2:27][CH2:28]1)=[O:33])([CH3:38])([CH3:36])[CH3:37], predict the reactants needed to synthesize it. The reactants are: CS([O:5][CH2:6][CH2:7][CH2:8][C:9]1[N:10]=[C:11]([C:15]2[CH:24]=[CH:23][C:18]([C:19]([O:21]C)=[O:20])=[CH:17][CH:16]=2)[O:12][C:13]=1[CH3:14])(=O)=O.O[CH:26]1[CH2:31][CH2:30][N:29]([C:32]([O:34][C:35]([CH3:38])([CH3:37])[CH3:36])=[O:33])[CH2:28][CH2:27]1.CC(C)([O-])C.[K+]. (6) Given the product [N:14]1([C:2]2[N:3]=[N:4][C:5]([C:8]3[CH:13]=[CH:12][CH:11]=[CH:10][N:9]=3)=[CH:6][CH:7]=2)[CH2:19][CH2:18][NH:17][CH2:16][CH2:15]1, predict the reactants needed to synthesize it. The reactants are: Cl[C:2]1[N:3]=[N:4][C:5]([C:8]2[CH:13]=[CH:12][CH:11]=[CH:10][N:9]=2)=[CH:6][CH:7]=1.[NH:14]1[CH2:19][CH2:18][NH:17][CH2:16][CH2:15]1. (7) Given the product [CH3:1][C:2]1[C:10]([O:11][CH3:12])=[CH:9][CH:8]=[CH:7][C:3]=1[C:4]([NH:19][CH2:18][CH:17]([C:20]1[CH:21]=[N:22][C:23]([C:26]([F:29])([F:28])[F:27])=[N:24][CH:25]=1)[CH2:16][CH:13]1[CH2:15][CH2:14]1)=[O:6], predict the reactants needed to synthesize it. The reactants are: [CH3:1][C:2]1[C:10]([O:11][CH3:12])=[CH:9][CH:8]=[CH:7][C:3]=1[C:4]([OH:6])=O.[CH:13]1([CH2:16][CH:17]([C:20]2[CH:21]=[N:22][C:23]([C:26]([F:29])([F:28])[F:27])=[N:24][CH:25]=2)[CH2:18][NH2:19])[CH2:15][CH2:14]1.